Task: Regression. Given a peptide amino acid sequence and an MHC pseudo amino acid sequence, predict their binding affinity value. This is MHC class II binding data.. Dataset: Peptide-MHC class II binding affinity with 134,281 pairs from IEDB (1) The peptide sequence is DRYSVDADLQLGELI. The MHC is HLA-DQA10103-DQB10603 with pseudo-sequence HLA-DQA10103-DQB10603. The binding affinity (normalized) is 0. (2) The peptide sequence is VTLEADVILPIGTRS. The MHC is HLA-DQA10201-DQB10402 with pseudo-sequence HLA-DQA10201-DQB10402. The binding affinity (normalized) is 0.391.